This data is from Experimental lipophilicity measurements (octanol/water distribution) for 4,200 compounds from AstraZeneca. The task is: Regression/Classification. Given a drug SMILES string, predict its absorption, distribution, metabolism, or excretion properties. Task type varies by dataset: regression for continuous measurements (e.g., permeability, clearance, half-life) or binary classification for categorical outcomes (e.g., BBB penetration, CYP inhibition). For this dataset (lipophilicity_astrazeneca), we predict Y. (1) The compound is COc1cc(O)c2c(c1)/C=C/C[C@H](O)[C@H](O)C(=O)/C=C\C[C@H](C)OC2=O. The Y is 1.64 logD. (2) The drug is COCCC(=O)NC(C)c1ccc(Nc2ncc3cc(-c4ccncc4)ccc3n2)cc1. The Y is 2.98 logD. (3) The molecule is CN(C)CCCC1(c2ccc(F)cc2)OCc2cc(C#N)ccc21. The Y is 1.56 logD. (4) The drug is Cc1cccc(Oc2cc(CN3CCC[C@H](n4cc(C)c(=O)[nH]c4=O)C3)ccc2C(=O)O)c1. The Y is -0.820 logD. (5) The compound is COC1(c2cc(F)cc(OCc3ccc4c(ccc(=O)n4C)c3)c2)CCOCC1. The Y is 3.52 logD. (6) The molecule is Cc1ncc(-c2ccnc(Nc3ccc(C(=O)N(C)C)cc3)n2)n1C(C)C. The Y is 2.45 logD. (7) The drug is CC(NC(C)(C)C)C(=O)c1cccc(Cl)c1. The Y is 2.12 logD. (8) The drug is CC(C)Cn1c(=O)n(C)c(=O)c2c(C(=O)N3CC[C@@H](O)C3)c(Oc3cccc4ccccc34)sc21. The Y is 2.87 logD. (9) The molecule is O=c1ncn2nc(Sc3ccc(F)cc3F)ccc2c1-c1c(Cl)cccc1Cl. The Y is 2.74 logD.